From a dataset of Reaction yield outcomes from USPTO patents with 853,638 reactions. Predict the reaction yield, written as a fraction of the theoretical maximum amount of product (1.0 means a 100% yield; for example, 0.34 means a 34% yield). (1) The catalyst is N1C=CC=CC=1. The product is [C:1]([NH:4][C:5]1[N:10]=[CH:9][C:8]([NH:11][C:12](=[O:22])[C:13]2[C:18]([F:19])=[CH:17][CH:16]=[C:15]([NH:20][S:26]([CH2:23][CH2:24][CH3:25])(=[O:28])=[O:27])[C:14]=2[F:21])=[CH:7][CH:6]=1)(=[O:3])[CH3:2]. The yield is 0.0100. The reactants are [C:1]([NH:4][C:5]1[N:10]=[CH:9][C:8]([NH:11][C:12](=[O:22])[C:13]2[C:18]([F:19])=[CH:17][CH:16]=[C:15]([NH2:20])[C:14]=2[F:21])=[CH:7][CH:6]=1)(=[O:3])[CH3:2].[CH2:23]([S:26](Cl)(=[O:28])=[O:27])[CH2:24][CH3:25]. (2) The reactants are [NH2:1][C:2]1[C:7]([CH3:8])=[CH:6][C:5](Br)=[CH:4][N:3]=1.[F:10][C:11]([F:22])([F:21])[C:12]1[CH:17]=[CH:16][C:15](B(O)O)=[CH:14][CH:13]=1. No catalyst specified. The product is [CH3:8][C:7]1[C:2]([NH2:1])=[N:3][CH:4]=[C:5]([C:15]2[CH:16]=[CH:17][C:12]([C:11]([F:22])([F:21])[F:10])=[CH:13][CH:14]=2)[CH:6]=1. The yield is 0.880.